Dataset: Reaction yield outcomes from USPTO patents with 853,638 reactions. Task: Predict the reaction yield, written as a fraction of the theoretical maximum amount of product (1.0 means a 100% yield; for example, 0.34 means a 34% yield). (1) The reactants are [CH:1]1[C:6]([CH:7]=[O:8])=[CH:5][C:4](Br)=[CH:3][C:2]=1[CH:10]=[O:11].[C:12]1(B(O)O)[CH:17]=[CH:16][CH:15]=[CH:14][CH:13]=1.C(=O)([O-])[O-].[K+].[K+].N#N. The catalyst is COCCOC.O.C1(P(C2C=CC=CC=2)C2C=CC=CC=2)C=CC=CC=1. The product is [C:4]1([C:12]2[CH:17]=[CH:16][CH:15]=[CH:14][CH:13]=2)[CH:5]=[C:6]([CH:7]=[O:8])[CH:1]=[C:2]([CH:10]=[O:11])[CH:3]=1. The yield is 0.740. (2) The reactants are [C:1]([O:5][C:6]([N:8]1[CH2:15][C:14]2[C:10](=[N:11][NH:12][C:13]=2[NH2:16])[CH2:9]1)=[O:7])([CH3:4])([CH3:3])[CH3:2].C(O[CH:20](OCC)[CH:21]([CH3:29])[CH:22](OCC)OCC)C. The catalyst is CC(O)=O.O. The product is [C:1]([O:5][C:6]([N:8]1[CH2:15][C:14]2=[C:13]3[N:12]([N:11]=[C:10]2[CH2:9]1)[CH:22]=[C:21]([CH3:29])[CH:20]=[N:16]3)=[O:7])([CH3:4])([CH3:2])[CH3:3]. The yield is 0.570. (3) The reactants are F[C:2]1C=[CH:6][C:5]([C:8]2[CH:9]=[N:10][C:11]([N:14]3[CH2:19][CH2:18][N:17]([S:20]([CH2:23][C@H:24]([CH:29]([CH3:31])[CH3:30])[C:25]([NH:27][OH:28])=[O:26])(=[O:22])=[O:21])[CH2:16][CH2:15]3)=[N:12][CH:13]=2)=[CH:4][CH:3]=1.CC(C)[C@@H](CS([N:42]1CCN(C2N=CC(C3C=NC=CC=3)=CN=2)CC1)(=O)=O)C(O)=O. No catalyst specified. The product is [N:42]1[CH:2]=[CH:3][CH:4]=[C:5]([C:8]2[CH:13]=[N:12][C:11]([N:14]3[CH2:15][CH2:16][N:17]([S:20]([CH2:23][C@H:24]([CH:29]([CH3:30])[CH3:31])[C:25]([NH:27][OH:28])=[O:26])(=[O:22])=[O:21])[CH2:18][CH2:19]3)=[N:10][CH:9]=2)[CH:6]=1. The yield is 0.880.